This data is from Catalyst prediction with 721,799 reactions and 888 catalyst types from USPTO. The task is: Predict which catalyst facilitates the given reaction. Reactant: [Cl:1][C:2]1[C:3]([N:33]([CH3:35])[CH3:34])=[CH:4][C:5]2[O:10][CH:9]([C:11]([N:13]3[CH2:18][CH2:17][C:16]([CH2:21][C:22]4[CH:27]=[CH:26][C:25]([F:28])=[CH:24][CH:23]=4)([C:19]#[N:20])[CH2:15][CH2:14]3)=[O:12])[CH2:8][N:7]([CH2:29][CH2:30][OH:31])[C:6]=2[CH:32]=1.C(N(CC)CC)C.[S:43](Cl)([CH3:46])(=[O:45])=[O:44]. Product: [Cl:1][C:2]1[C:3]([N:33]([CH3:34])[CH3:35])=[CH:4][C:5]2[O:10][CH:9]([C:11]([N:13]3[CH2:18][CH2:17][C:16]([C:19]#[N:20])([CH2:21][C:22]4[CH:23]=[CH:24][C:25]([F:28])=[CH:26][CH:27]=4)[CH2:15][CH2:14]3)=[O:12])[CH2:8][N:7]([CH2:29][CH2:30][O:31][S:43]([CH3:46])(=[O:45])=[O:44])[C:6]=2[CH:32]=1. The catalyst class is: 2.